This data is from CYP3A4 inhibition data for predicting drug metabolism from PubChem BioAssay. The task is: Regression/Classification. Given a drug SMILES string, predict its absorption, distribution, metabolism, or excretion properties. Task type varies by dataset: regression for continuous measurements (e.g., permeability, clearance, half-life) or binary classification for categorical outcomes (e.g., BBB penetration, CYP inhibition). Dataset: cyp3a4_veith. The compound is CC(C)=CCC/C(C)=C/CO/N=C1\[C@@H]2CCn3c(=O)n(C)c(=O)n3[C@H]2[C@H](O)[C@H]2O[C@H]12. The result is 0 (non-inhibitor).